Task: Regression. Given a peptide amino acid sequence and an MHC pseudo amino acid sequence, predict their binding affinity value. This is MHC class I binding data.. Dataset: Peptide-MHC class I binding affinity with 185,985 pairs from IEDB/IMGT The peptide sequence is ITTQWHLDM. The MHC is HLA-B27:05 with pseudo-sequence HLA-B27:05. The binding affinity (normalized) is 0.0847.